Task: Regression. Given two drug SMILES strings and cell line genomic features, predict the synergy score measuring deviation from expected non-interaction effect.. Dataset: NCI-60 drug combinations with 297,098 pairs across 59 cell lines (1) Drug 1: CNC(=O)C1=CC=CC=C1SC2=CC3=C(C=C2)C(=NN3)C=CC4=CC=CC=N4. Drug 2: C(CC(=O)O)C(=O)CN.Cl. Cell line: A549. Synergy scores: CSS=-0.790, Synergy_ZIP=-5.82, Synergy_Bliss=-10.0, Synergy_Loewe=-13.8, Synergy_HSA=-8.96. (2) Drug 1: C1=C(C(=O)NC(=O)N1)N(CCCl)CCCl. Drug 2: CN1C(=O)N2C=NC(=C2N=N1)C(=O)N. Cell line: M14. Synergy scores: CSS=30.1, Synergy_ZIP=0.904, Synergy_Bliss=0.882, Synergy_Loewe=-15.5, Synergy_HSA=-3.85. (3) Drug 1: C#CCC(CC1=CN=C2C(=N1)C(=NC(=N2)N)N)C3=CC=C(C=C3)C(=O)NC(CCC(=O)O)C(=O)O. Drug 2: CC(C)NC(=O)C1=CC=C(C=C1)CNNC.Cl. Cell line: COLO 205. Synergy scores: CSS=-3.77, Synergy_ZIP=6.18, Synergy_Bliss=8.42, Synergy_Loewe=5.04, Synergy_HSA=-0.367. (4) Drug 1: C#CCC(CC1=CN=C2C(=N1)C(=NC(=N2)N)N)C3=CC=C(C=C3)C(=O)NC(CCC(=O)O)C(=O)O. Drug 2: C1CCC(C(C1)N)N.C(=O)(C(=O)[O-])[O-].[Pt+4]. Cell line: SW-620. Synergy scores: CSS=31.7, Synergy_ZIP=1.04, Synergy_Bliss=0.935, Synergy_Loewe=1.15, Synergy_HSA=1.15.